This data is from Peptide-MHC class I binding affinity with 185,985 pairs from IEDB/IMGT. The task is: Regression. Given a peptide amino acid sequence and an MHC pseudo amino acid sequence, predict their binding affinity value. This is MHC class I binding data. (1) The peptide sequence is LLLEAGALV. The MHC is HLA-A02:01 with pseudo-sequence HLA-A02:01. The binding affinity (normalized) is 0.765. (2) The peptide sequence is MLWCKDGHV. The MHC is HLA-A68:02 with pseudo-sequence HLA-A68:02. The binding affinity (normalized) is 0.602. (3) The binding affinity (normalized) is 1.00. The peptide sequence is HMLEFLYSF. The MHC is HLA-A32:01 with pseudo-sequence HLA-A32:01. (4) The peptide sequence is DMQKFTILEY. The MHC is HLA-A11:01 with pseudo-sequence HLA-A11:01. The binding affinity (normalized) is 0.245. (5) The peptide sequence is RQKLKDAEK. The MHC is HLA-B15:17 with pseudo-sequence HLA-B15:17. The binding affinity (normalized) is 0.0847. (6) The peptide sequence is TLNHNCINV. The MHC is HLA-A02:50 with pseudo-sequence HLA-A02:50. The binding affinity (normalized) is 1.00. (7) The peptide sequence is RRGKANKPR. The MHC is HLA-B39:01 with pseudo-sequence HLA-B39:01. The binding affinity (normalized) is 0.0847. (8) The peptide sequence is IAMWLLLLSI. The MHC is HLA-A02:02 with pseudo-sequence HLA-A02:02. The binding affinity (normalized) is 0.588.